This data is from Full USPTO retrosynthesis dataset with 1.9M reactions from patents (1976-2016). The task is: Predict the reactants needed to synthesize the given product. (1) Given the product [CH2:39]([O:46][C:18](=[O:26])[NH:15][CH2:7][C@H:5]1[C:4](=[O:11])[O:3][C:2]([CH3:1])([CH3:12])[O:6]1)[C:40]1[CH:45]=[CH:44][CH:43]=[CH:42][CH:41]=1, predict the reactants needed to synthesize it. The reactants are: [CH3:1][C:2]1([CH3:12])[O:6][C@@H:5]([CH2:7]C(O)=O)[C:4](=[O:11])[O:3]1.C([N:15]([CH2:18]C)CC)C.C1([O:26]P(N=[N+]=[N-])(=O)OC2C=CC=CC=2)C=CC=CC=1.[CH2:39]([OH:46])[C:40]1[CH:45]=[CH:44][CH:43]=[CH:42][CH:41]=1. (2) The reactants are: [NH2:1][C:2]1[CH:7]=[C:6]([N+:8]([O-:10])=[O:9])[CH:5]=[CH:4][C:3]=1[CH3:11].[N+:12]([O-:15])([OH:14])=[O:13].[N:16]#[C:17][NH2:18].O. Given the product [N+:12]([O-:15])([OH:14])=[O:13].[CH3:11][C:3]1[CH:4]=[CH:5][C:6]([N+:8]([O-:10])=[O:9])=[CH:7][C:2]=1[NH:1][C:17]([NH2:18])=[NH:16], predict the reactants needed to synthesize it. (3) The reactants are: [NH2:1][C:2]1[S:3][CH:4]=[C:5]([CH2:7][C:8]([O:10][CH2:11][CH3:12])=[O:9])[N:6]=1.[CH2:13]([O:17][C:18]1[CH:23]=[CH:22][C:21]([S:24](Cl)(=[O:26])=[O:25])=[CH:20][CH:19]=1)[CH2:14][CH2:15][CH3:16]. Given the product [CH2:13]([O:17][C:18]1[CH:23]=[CH:22][C:21]([S:24]([NH:1][C:2]2[S:3][CH:4]=[C:5]([CH2:7][C:8]([O:10][CH2:11][CH3:12])=[O:9])[N:6]=2)(=[O:26])=[O:25])=[CH:20][CH:19]=1)[CH2:14][CH2:15][CH3:16], predict the reactants needed to synthesize it. (4) Given the product [CH2:11]([O:2][C:1]1[CH:8]=[CH:7][C:5]([OH:6])=[CH:4][CH:3]=1)[CH3:12], predict the reactants needed to synthesize it. The reactants are: [C:1]1([CH:8]=[CH:7][C:5]([OH:6])=[CH:4][CH:3]=1)[OH:2].[H-].[Na+].[CH2:11](Br)[CH3:12]. (5) Given the product [Cl:8][C:9]1[N:10]=[C:11]([CH2:16][S:17]([CH3:20])(=[O:19])=[O:18])[CH:12]=[C:13]([N:21]2[CH2:26][CH2:25][O:24][CH2:23][CH2:22]2)[N:14]=1, predict the reactants needed to synthesize it. The reactants are: C(N(CC)CC)C.[Cl:8][C:9]1[N:14]=[C:13](Cl)[CH:12]=[C:11]([CH2:16][S:17]([CH3:20])(=[O:19])=[O:18])[N:10]=1.[NH:21]1[CH2:26][CH2:25][O:24][CH2:23][CH2:22]1.